From a dataset of Forward reaction prediction with 1.9M reactions from USPTO patents (1976-2016). Predict the product of the given reaction. Given the reactants C([O:3][C:4]([C:6]1[CH:32]=[CH:31][C:9]([O:10][CH2:11][C:12]2[CH:17]=[CH:16][C:15]([CH:18]3[CH2:23][CH2:22][N:21]([C:24]([O:26][C:27]([CH3:30])([CH3:29])[CH3:28])=[O:25])[CH2:20][CH2:19]3)=[CH:14][N:13]=2)=[CH:8][C:7]=1[F:33])=[O:5])C.O.[OH-].[Li+].Cl, predict the reaction product. The product is: [C:4]([C:6]1[CH:32]=[CH:31][C:9]([O:10][CH2:11][C:12]2[CH:17]=[CH:16][C:15]([CH:18]3[CH2:23][CH2:22][N:21]([C:24]([O:26][C:27]([CH3:28])([CH3:29])[CH3:30])=[O:25])[CH2:20][CH2:19]3)=[CH:14][N:13]=2)=[CH:8][C:7]=1[F:33])([OH:5])=[O:3].